Dataset: Reaction yield outcomes from USPTO patents with 853,638 reactions. Task: Predict the reaction yield, written as a fraction of the theoretical maximum amount of product (1.0 means a 100% yield; for example, 0.34 means a 34% yield). (1) The reactants are [NH2:1][C@H:2]1[CH2:7][CH2:6][C@H:5]([NH:8][C:9](=[O:15])[O:10][C:11]([CH3:14])([CH3:13])[CH3:12])[CH2:4][CH2:3]1.[CH3:16][O:17][C:18]1[CH:25]=[CH:24][C:21]([CH:22]=O)=[CH:20][CH:19]=1.[O-]S([O-])(=O)=O.[Na+].[Na+].[BH4-].[Na+]. The catalyst is ClCCl.CO.Cl([O-])(=O)(=O)=O.[Mg+2].Cl([O-])(=O)(=O)=O. The product is [CH3:16][O:17][C:18]1[CH:25]=[CH:24][C:21]([CH2:22][NH:1][C@H:2]2[CH2:7][CH2:6][C@H:5]([NH:8][C:9](=[O:15])[O:10][C:11]([CH3:12])([CH3:14])[CH3:13])[CH2:4][CH2:3]2)=[CH:20][CH:19]=1. The yield is 0.810. (2) The reactants are [CH2:1]([C@@H:5]1[NH:10][CH2:9][C@H:8]([CH2:11][CH:12]([CH3:14])[CH3:13])[NH:7][C:6]1=[O:15])[CH:2]([CH3:4])[CH3:3].[F:16][C:17]1[CH:18]=[C:19]([C:24]#[C:25][C:26](O)=[O:27])[CH:20]=[CH:21][C:22]=1[F:23].C(C1N(C(=O)C#CC2C=CC=CC=2)CC(CC(C)C)NC1=O)C(C)C. No catalyst specified. The product is [F:16][C:17]1[CH:18]=[C:19]([C:24]#[C:25][C:26]([N:10]2[CH2:9][CH:8]([CH2:11][CH:12]([CH3:14])[CH3:13])[NH:7][C:6](=[O:15])[CH:5]2[CH2:1][CH:2]([CH3:4])[CH3:3])=[O:27])[CH:20]=[CH:21][C:22]=1[F:23]. The yield is 0.373. (3) The reactants are [CH:1]1([C:7]2[C:15]3[C:10](=[CH:11][C:12]([C:16]([O:18][CH3:19])=[O:17])=[CH:13][CH:14]=3)[NH:9][C:8]=2[C:20]2[CH:25]=[CH:24][C:23]([O:26][CH2:27][C:28]3[CH:33]=[CH:32][CH:31]=[CH:30][N:29]=3)=[CH:22][C:21]=2[O:34][CH2:35][C@@H:36]2[CH2:38][O:37]2)[CH2:6][CH2:5][CH2:4][CH2:3][CH2:2]1.C([O-])([O-])=O.[Cs+].[Cs+]. The catalyst is CN(C=O)C.CCOCC. The product is [CH:1]1([C:7]2[C:15]3[CH:14]=[CH:13][C:12]([C:16]([O:18][CH3:19])=[O:17])=[CH:11][C:10]=3[N:9]3[C:8]=2[C:20]2[CH:25]=[CH:24][C:23]([O:26][CH2:27][C:28]4[CH:33]=[CH:32][CH:31]=[CH:30][N:29]=4)=[CH:22][C:21]=2[O:34][CH2:35][C@@H:36]([OH:37])[CH2:38]3)[CH2:2][CH2:3][CH2:4][CH2:5][CH2:6]1. The yield is 0.620. (4) The reactants are [F:1][C:2]1[CH:9]=[CH:8][CH:7]=[CH:6][C:3]=1[CH:4]=[CH2:5].C(O)(=[O:12])C.BrN1C(=O)CCC1=O.C(=O)([O-])[O-].[Na+].[Na+].[OH-].[Na+]. The catalyst is O1CCOCC1.O. The product is [F:1][C:2]1[CH:9]=[CH:8][CH:7]=[CH:6][C:3]=1[CH:4]1[CH2:5][O:12]1. The yield is 0.940. (5) The reactants are [Br:1][C:2]1[C:3]([NH:9][CH2:10][CH2:11][CH2:12][NH:13][CH3:14])=[N:4][C:5]([Cl:8])=[N:6][CH:7]=1.[CH:15]1([C:19](Cl)=[O:20])[CH2:18][CH2:17][CH2:16]1.C(N(CC)CC)C. The catalyst is C(Cl)Cl. The product is [Br:1][C:2]1[C:3]([NH:9][CH2:10][CH2:11][CH2:12][N:13]([CH3:14])[C:19]([CH:15]2[CH2:18][CH2:17][CH2:16]2)=[O:20])=[N:4][C:5]([Cl:8])=[N:6][CH:7]=1. The yield is 0.560. (6) The reactants are C1(P(C2C=CC=CC=2)C2C=CC=CC=2)C=CC=CC=1.C1([O-])C=CC=CC=1.[K+].[CH3:43][C:38]1([CH3:44])[C:39]([CH3:42])([CH3:41])[O:40][B:36]([B:36]2[O:40][C:39]([CH3:42])([CH3:41])[C:38]([CH3:44])([CH3:43])[O:37]2)[O:37]1.FC(S([C:53]1[CH2:60][CH2:59][CH2:58][CH2:57][CH2:56][CH2:55][CH:54]=1)(=O)=O)(F)F. The catalyst is C1(C)C=CC=CC=1.Cl[Pd](Cl)([P](C1C=CC=CC=1)(C1C=CC=CC=1)C1C=CC=CC=1)[P](C1C=CC=CC=1)(C1C=CC=CC=1)C1C=CC=CC=1. The product is [C:53]1([B:36]2[O:37][C:38]([CH3:43])([CH3:44])[C:39]([CH3:41])([CH3:42])[O:40]2)[CH2:60][CH2:59][CH2:58][CH2:57][CH2:56][CH2:55][CH:54]=1. The yield is 0.770.